This data is from Reaction yield outcomes from USPTO patents with 853,638 reactions. The task is: Predict the reaction yield, written as a fraction of the theoretical maximum amount of product (1.0 means a 100% yield; for example, 0.34 means a 34% yield). The reactants are [S-:1][C:2]#[N:3].[Na+].[F:5][C:6]1[CH:11]=[CH:10][C:9]([CH2:12][C:13](Cl)=[O:14])=[CH:8][CH:7]=1.[F:16][C:17]1[CH:18]=[C:19]([NH2:33])[CH:20]=[CH:21][C:22]=1[O:23][C:24]1[C:29]2=[CH:30][CH:31]=[CH:32][N:28]2[N:27]=[CH:26][N:25]=1. The catalyst is C(OCC)(=O)C.ClCCl. The product is [F:16][C:17]1[CH:18]=[C:19]([NH:33][C:2]([NH:3][C:13](=[O:14])[CH2:12][C:9]2[CH:10]=[CH:11][C:6]([F:5])=[CH:7][CH:8]=2)=[S:1])[CH:20]=[CH:21][C:22]=1[O:23][C:24]1[C:29]2=[CH:30][CH:31]=[CH:32][N:28]2[N:27]=[CH:26][N:25]=1. The yield is 0.830.